Dataset: Catalyst prediction with 721,799 reactions and 888 catalyst types from USPTO. Task: Predict which catalyst facilitates the given reaction. Reactant: [F:1][C:2]1[C:7]([F:8])=[C:6]([OH:9])[CH:5]=[CH:4][C:3]=1[C:10]1[CH:15]=[CH:14][C:13]([CH2:16][CH2:17][CH3:18])=[CH:12][CH:11]=1.[CH2:28]1[CH2:33][CH2:32][CH:31](N=C=N[CH:28]2[CH2:33][CH2:32][CH2:31][CH2:30][CH2:29]2)[CH2:30][CH2:29]1.[OH2:34]. Product: [F:1][C:2]1[C:7]([F:8])=[C:6]([O:9][C:10](=[O:34])[C:3]2[CH:2]=[CH:7][C:6]([C@H:28]3[CH2:29][CH2:30][C@H:31]([CH2:11][CH2:12][CH2:13][CH2:14][CH3:15])[CH2:32][CH2:33]3)=[CH:5][CH:4]=2)[CH:5]=[CH:4][C:3]=1[C:10]1[CH:15]=[CH:14][C:13]([CH2:16][CH2:17][CH3:18])=[CH:12][CH:11]=1. The catalyst class is: 143.